Dataset: Reaction yield outcomes from USPTO patents with 853,638 reactions. Task: Predict the reaction yield, written as a fraction of the theoretical maximum amount of product (1.0 means a 100% yield; for example, 0.34 means a 34% yield). The reactants are [Si]([O:8][C@H:9]([CH3:41])[C@@H:10]([NH:30][C:31]1[CH:38]=[CH:37][C:34]([C:35]#[N:36])=[C:33]([Cl:39])[C:32]=1[CH3:40])[C:11]1[O:12][C:13]([C:16]2[CH:21]=[CH:20][CH:19]=[C:18]([O:22][Si](C(C)(C)C)(C)C)[CH:17]=2)=[N:14][N:15]=1)(C(C)(C)C)(C)C.[F-].C([N+](CCCC)(CCCC)CCCC)CCC. No catalyst specified. The product is [Cl:39][C:33]1[C:32]([CH3:40])=[C:31]([NH:30][C@@H:10]([C:11]2[O:12][C:13]([C:16]3[CH:21]=[CH:20][CH:19]=[C:18]([OH:22])[CH:17]=3)=[N:14][N:15]=2)[C@H:9]([OH:8])[CH3:41])[CH:38]=[CH:37][C:34]=1[C:35]#[N:36]. The yield is 0.800.